This data is from Forward reaction prediction with 1.9M reactions from USPTO patents (1976-2016). The task is: Predict the product of the given reaction. (1) Given the reactants [NH:1](C(OCC1C=CC=CC=1)=O)[C@H:2]([C:13]([NH:15][C@H:16]([C:24]([NH:26][C@H:27]([C:35]([NH:37][C@H:38]([C:51]([NH2:53])=[O:52])[CH2:39][CH2:40][CH2:41][CH2:42][NH:43][C:44]([O:46][C:47]([CH3:50])([CH3:49])[CH3:48])=[O:45])=[O:36])[CH2:28][CH2:29][CH2:30][NH:31][C:32](=[NH:34])[NH2:33])=[O:25])[CH2:17][CH2:18][CH2:19][NH:20][C:21](=[NH:23])[NH2:22])=[O:14])[CH2:3][C:4]1[C:12]2[C:7](=[CH:8][CH:9]=[CH:10][CH:11]=2)[NH:6][CH:5]=1, predict the reaction product. The product is: [NH2:1][C@H:2]([C:13]([NH:15][C@H:16]([C:24]([NH:26][C@H:27]([C:35]([NH:37][C@H:38]([C:51]([NH2:53])=[O:52])[CH2:39][CH2:40][CH2:41][CH2:42][NH:43][C:44]([O:46][C:47]([CH3:48])([CH3:49])[CH3:50])=[O:45])=[O:36])[CH2:28][CH2:29][CH2:30][NH:31][C:32](=[NH:33])[NH2:34])=[O:25])[CH2:17][CH2:18][CH2:19][NH:20][C:21](=[NH:22])[NH2:23])=[O:14])[CH2:3][C:4]1[C:12]2[C:7](=[CH:8][CH:9]=[CH:10][CH:11]=2)[NH:6][CH:5]=1. (2) The product is: [CH3:4][C:5]1([CH3:14])[O:9][N:8]=[C:7]([S:10][CH2:13][C:17]2[C:18]([C:29]([F:32])([F:31])[F:30])=[N:19][N:20]([C:23]3[CH:28]=[CH:27][CH:26]=[CH:25][CH:24]=3)[C:21]=2[F:22])[CH2:6]1. Given the reactants O.[SH-].[Na+].[CH3:4][C:5]1([CH3:14])[O:9][N:8]=[C:7]([S:10]([CH3:13])(=O)=O)[CH2:6]1.BrC[C:17]1[C:18]([C:29]([F:32])([F:31])[F:30])=[N:19][N:20]([C:23]2[CH:28]=[CH:27][CH:26]=[CH:25][CH:24]=2)[C:21]=1[F:22].O, predict the reaction product.